This data is from Catalyst prediction with 721,799 reactions and 888 catalyst types from USPTO. The task is: Predict which catalyst facilitates the given reaction. (1) Reactant: [C:1]([O:5][C:6](=[O:23])[NH:7][C:8]1[CH:13]=[C:12]([N:14]2[CH2:18][CH2:17][CH2:16][CH2:15]2)[C:11]([CH3:19])=[CH:10][C:9]=1[N+:20]([O-])=O)([CH3:4])([CH3:3])[CH3:2]. Product: [C:1]([O:5][C:6](=[O:23])[NH:7][C:8]1[CH:13]=[C:12]([N:14]2[CH2:15][CH2:16][CH2:17][CH2:18]2)[C:11]([CH3:19])=[CH:10][C:9]=1[NH2:20])([CH3:4])([CH3:2])[CH3:3]. The catalyst class is: 45. (2) Reactant: [C:1]([O:5][C:6](=[O:36])[C:7]([O:10][C:11]1[CH:16]=[CH:15][C:14]([CH2:17][CH2:18][CH2:19][CH:20]2[C:24](=O)[N:23]([CH2:26][C:27]3[CH:32]=[CH:31][C:30]([CH3:33])=[C:29]([CH3:34])[CH:28]=3)[C:22](=[O:35])[NH:21]2)=[CH:13][CH:12]=1)([CH3:9])[CH3:8])([CH3:4])([CH3:3])[CH3:2]. Product: [C:1]([O:5][C:6](=[O:36])[C:7]([O:10][C:11]1[CH:12]=[CH:13][C:14]([CH2:17][CH2:18][CH2:19][CH:20]2[CH2:24][N:23]([CH2:26][C:27]3[CH:32]=[CH:31][C:30]([CH3:33])=[C:29]([CH3:34])[CH:28]=3)[C:22](=[O:35])[NH:21]2)=[CH:15][CH:16]=1)([CH3:8])[CH3:9])([CH3:3])([CH3:2])[CH3:4]. The catalyst class is: 1. (3) Reactant: CC(C)([O-])C.[K+].[C:7]([O:11][C:12](=[O:42])[NH:13][C:14]1([CH2:22][CH2:23][C:24]2[CH:29]=[CH:28][C:27]([O:30][CH2:31][CH2:32][CH2:33][CH2:34][CH2:35][CH2:36][CH3:37])=[C:26]([C:38]([F:41])([F:40])[F:39])[CH:25]=2)[CH2:19][O:18][C:17]([CH3:21])([CH3:20])[O:16][CH2:15]1)([CH3:10])([CH3:9])[CH3:8].C(OC1C=CC(CP(=O)(OCC)OCC)=CC=1C(F)(F)F)CCCCCC.CCCCCCC. Product: [C:7]([O:11][C:12](=[O:42])[NH:13][C:14]1(/[CH:22]=[CH:23]/[C:24]2[CH:29]=[CH:28][C:27]([O:30][CH2:31][CH2:32][CH2:33][CH2:34][CH2:35][CH2:36][CH3:37])=[C:26]([C:38]([F:41])([F:39])[F:40])[CH:25]=2)[CH2:19][O:18][C:17]([CH3:20])([CH3:21])[O:16][CH2:15]1)([CH3:8])([CH3:9])[CH3:10]. The catalyst class is: 30. (4) Reactant: [C:1]([O:5][C:6](=[O:33])[NH:7][CH:8]([C:28]1[NH:29][CH:30]=[CH:31][N:32]=1)[CH2:9][C:10]1[CH:18]=[C:17]([CH3:19])[C:16]2[C:12](=[CH:13][N:14]([CH2:20][O:21][CH2:22][CH2:23][Si:24]([CH3:27])([CH3:26])[CH3:25])[N:15]=2)[CH:11]=1)([CH3:4])([CH3:3])[CH3:2].[C:34]([C:38]1[CH:45]=[CH:44][C:41]([CH2:42]Br)=[CH:40][CH:39]=1)([CH3:37])([CH3:36])[CH3:35].C(=O)([O-])[O-].[K+].[K+]. Product: [C:34]([C:38]1[CH:39]=[CH:40][C:41]([CH2:42][N:32]2[CH:31]=[CH:30][N:29]=[C:28]2[CH:8]([NH:7][C:6](=[O:33])[O:5][C:1]([CH3:4])([CH3:2])[CH3:3])[CH2:9][C:10]2[CH:18]=[C:17]([CH3:19])[C:16]3[C:12](=[CH:13][N:14]([CH2:20][O:21][CH2:22][CH2:23][Si:24]([CH3:25])([CH3:27])[CH3:26])[N:15]=3)[CH:11]=2)=[CH:44][CH:45]=1)([CH3:37])([CH3:35])[CH3:36]. The catalyst class is: 9. (5) Reactant: Br[C:2]1[S:6][C:5]([NH:7][C:8](=[O:10])[CH3:9])=[N:4][C:3]=1[CH3:11].[C:12](=O)([O-])[O-].[Na+].[Na+].O.CO[CH2:21][CH2:22][O:23][CH3:24]. Product: [O:23]1[CH:24]=[CH:12][CH:21]=[C:22]1[C:2]1[S:6][C:5]([NH:7][C:8](=[O:10])[CH3:9])=[N:4][C:3]=1[CH3:11]. The catalyst class is: 73. (6) Reactant: [Cl:1][C:2]1[CH:3]=[CH:4][C:5]([O:17][CH2:18][C:19]2[CH:24]=[CH:23][C:22]([Cl:25])=[CH:21][C:20]=2[F:26])=[C:6]([CH2:8][C:9]2[N:14]=[C:13]([C:15]#[N:16])[CH:12]=[CH:11][CH:10]=2)[CH:7]=1.[N-:27]=[N+:28]=[N-:29].[Na+].[Cl-].[NH4+].CN(C)C=O. Product: [Cl:1][C:2]1[CH:3]=[CH:4][C:5]([O:17][CH2:18][C:19]2[CH:24]=[CH:23][C:22]([Cl:25])=[CH:21][C:20]=2[F:26])=[C:6]([CH2:8][C:9]2[CH:10]=[CH:11][CH:12]=[C:13]([C:15]3[NH:29][N:28]=[N:27][N:16]=3)[N:14]=2)[CH:7]=1. The catalyst class is: 6. (7) Reactant: [OH:1][CH:2]([C:31]([CH3:34])([CH3:33])[CH3:32])[CH2:3][NH:4][C:5]([C:7]1[N:8]=[N:9][C:10]([N:13]2[CH2:18][CH2:17][N:16]([C:19](=[O:30])[C:20]3[CH:25]=[CH:24][CH:23]=[CH:22][C:21]=3[C:26]([F:29])([F:28])[F:27])[CH2:15][CH2:14]2)=[CH:11][CH:12]=1)=[O:6].[H-].[Na+].[CH3:37]I. Product: [CH3:37][O:1][CH:2]([C:31]([CH3:34])([CH3:33])[CH3:32])[CH2:3][NH:4][C:5]([C:7]1[N:8]=[N:9][C:10]([N:13]2[CH2:18][CH2:17][N:16]([C:19](=[O:30])[C:20]3[CH:25]=[CH:24][CH:23]=[CH:22][C:21]=3[C:26]([F:28])([F:29])[F:27])[CH2:15][CH2:14]2)=[CH:11][CH:12]=1)=[O:6]. The catalyst class is: 1. (8) Reactant: BrCC(C1C=NN(CC2C=CC(OC)=CC=2)C=1COC)=O.Br[CH2:23][C:24]([C:26]1[C:27]([CH2:40][O:41][CH3:42])=[N:28][N:29]([CH2:31][C:32]2[CH:37]=[CH:36][C:35]([O:38][CH3:39])=[CH:34][CH:33]=2)[CH:30]=1)=O.[NH2:43][C:44]([NH2:46])=[S:45]. Product: [CH3:39][O:38][C:35]1[CH:36]=[CH:37][C:32]([CH2:31][N:29]2[CH:30]=[C:26]([C:24]3[N:43]=[C:44]([NH2:46])[S:45][CH:23]=3)[C:27]([CH2:40][O:41][CH3:42])=[N:28]2)=[CH:33][CH:34]=1. The catalyst class is: 21. (9) Reactant: O[CH2:2][C@H:3]1[CH2:8][CH2:7][CH2:6][CH2:5][N:4]1[CH2:9][CH2:10][C:11]1[CH:16]=[CH:15][C:14]([N:17]([CH3:19])[CH3:18])=[CH:13][CH:12]=1.C(N(CC)CC)C.CS([Cl:31])(=O)=O.C(=O)([O-])O.[Na+]. Product: [Cl:31][C@@H:6]1[CH2:7][CH2:8][CH2:2][CH2:3][N:4]([CH2:9][CH2:10][C:11]2[CH:12]=[CH:13][C:14]([N:17]([CH3:18])[CH3:19])=[CH:15][CH:16]=2)[CH2:5]1. The catalyst class is: 4. (10) Reactant: [C:1]([O:5][C:6](=[O:24])[N:7]([CH2:16][C:17]1[CH:22]=[CH:21][C:20]([OH:23])=[CH:19][CH:18]=1)[CH2:8][CH2:9][C:10]1[CH:15]=[CH:14][CH:13]=[CH:12][CH:11]=1)([CH3:4])([CH3:3])[CH3:2].[H-].[Na+].F[C:28]1[CH:29]=[CH:30][C:31]([C:34]([NH2:36])=[O:35])=[N:32][CH:33]=1. Product: [C:1]([O:5][C:6](=[O:24])[N:7]([CH2:16][C:17]1[CH:22]=[CH:21][C:20]([O:23][C:28]2[CH:33]=[N:32][C:31]([C:34](=[O:35])[NH2:36])=[CH:30][CH:29]=2)=[CH:19][CH:18]=1)[CH2:8][CH2:9][C:10]1[CH:15]=[CH:14][CH:13]=[CH:12][CH:11]=1)([CH3:4])([CH3:2])[CH3:3]. The catalyst class is: 3.